Task: Regression. Given two drug SMILES strings and cell line genomic features, predict the synergy score measuring deviation from expected non-interaction effect.. Dataset: NCI-60 drug combinations with 297,098 pairs across 59 cell lines Drug 1: CCC1(CC2CC(C3=C(CCN(C2)C1)C4=CC=CC=C4N3)(C5=C(C=C6C(=C5)C78CCN9C7C(C=CC9)(C(C(C8N6C=O)(C(=O)OC)O)OC(=O)C)CC)OC)C(=O)OC)O.OS(=O)(=O)O. Drug 2: CN(CCCl)CCCl.Cl. Cell line: A498. Synergy scores: CSS=7.60, Synergy_ZIP=3.58, Synergy_Bliss=2.73, Synergy_Loewe=-0.157, Synergy_HSA=1.02.